Dataset: Full USPTO retrosynthesis dataset with 1.9M reactions from patents (1976-2016). Task: Predict the reactants needed to synthesize the given product. (1) Given the product [Br:16][C:3]1[C:4]([C:7]([F:10])([F:9])[F:8])=[N:5][NH:6][C:2]=1[CH3:1], predict the reactants needed to synthesize it. The reactants are: [CH3:1][C:2]1[NH:6][N:5]=[C:4]([C:7]([F:10])([F:9])[F:8])[CH:3]=1.C([O-])(=O)C.[Na+].[Br:16]Br.S([O-])([O-])=O.[Na+].[Na+]. (2) The reactants are: C1(C)C=CC(S(O[CH2:11][CH2:12][O:13][C:14]2[CH:19]=[CH:18][C:17]([C:20]3[CH:25]=[CH:24][C:23]([C:26]4[CH:31]=[CH:30][C:29]([CH2:32][CH2:33][CH3:34])=[CH:28][CH:27]=4)=[C:22]([F:35])[CH:21]=3)=[CH:16][CH:15]=2)(=O)=O)=CC=1.[CH2:37]([NH2:40])[CH2:38][NH2:39]. Given the product [F:35][C:22]1[CH:21]=[C:20]([C:17]2[CH:16]=[CH:15][C:14]([O:13][CH2:12][CH2:11][NH:39][CH2:38][CH2:37][NH2:40])=[CH:19][CH:18]=2)[CH:25]=[CH:24][C:23]=1[C:26]1[CH:27]=[CH:28][C:29]([CH2:32][CH2:33][CH3:34])=[CH:30][CH:31]=1, predict the reactants needed to synthesize it. (3) Given the product [F:19][C:20]1[CH:25]=[C:24]([F:26])[CH:23]=[CH:22][C:21]=1[S:27]([NH:9][C:8]1[C:3]([O:2][CH3:1])=[N:4][CH:5]=[C:6]([B:10]2[O:14][C:13]([CH3:16])([CH3:15])[C:12]([CH3:18])([CH3:17])[O:11]2)[CH:7]=1)(=[O:29])=[O:28], predict the reactants needed to synthesize it. The reactants are: [CH3:1][O:2][C:3]1[C:8]([NH2:9])=[CH:7][C:6]([B:10]2[O:14][C:13]([CH3:16])([CH3:15])[C:12]([CH3:18])([CH3:17])[O:11]2)=[CH:5][N:4]=1.[F:19][C:20]1[CH:25]=[C:24]([F:26])[CH:23]=[CH:22][C:21]=1[S:27](Cl)(=[O:29])=[O:28].Cl.ClCCl. (4) The reactants are: [CH2:1]([O:8][CH2:9][C@H:10]1[C@H:14]([O:15][Si:16]([C:29]([CH3:32])([CH3:31])[CH3:30])([C:23]2[CH:28]=[CH:27][CH:26]=[CH:25][CH:24]=2)[C:17]2[CH:22]=[CH:21][CH:20]=[CH:19][CH:18]=2)[CH2:13][C:12](=[CH:33][C:34]#[N:35])[CH2:11]1)[C:2]1[CH:7]=[CH:6][CH:5]=[CH:4][CH:3]=1. Given the product [CH2:1]([O:8][CH2:9][C@H:10]1[C@H:14]([O:15][Si:16]([C:29]([CH3:30])([CH3:32])[CH3:31])([C:23]2[CH:24]=[CH:25][CH:26]=[CH:27][CH:28]=2)[C:17]2[CH:18]=[CH:19][CH:20]=[CH:21][CH:22]=2)[CH2:13][CH:12]([CH2:33][C:34]#[N:35])[CH2:11]1)[C:2]1[CH:7]=[CH:6][CH:5]=[CH:4][CH:3]=1, predict the reactants needed to synthesize it. (5) Given the product [O:17]=[C:10]1[CH:11]2[CH2:16][C:7]3([O:6][C:4]([C:3]([F:22])([F:2])[S:18]([O-:21])(=[O:19])=[O:20])=[O:5])[CH2:14][CH:13]([CH2:15][CH:9]1[CH2:8]3)[CH2:12]2.[C:37]1([S+:30]([C:24]2[CH:25]=[CH:26][CH:27]=[CH:28][CH:29]=2)[C:31]2[CH:36]=[CH:35][CH:34]=[CH:33][CH:32]=2)[CH:38]=[CH:39][CH:40]=[CH:41][CH:42]=1, predict the reactants needed to synthesize it. The reactants are: [Na].[F:2][C:3]([F:22])([S:18]([OH:21])(=[O:20])=[O:19])[C:4]([O:6][C:7]12[CH2:16][CH:11]3[CH2:12][CH:13]([CH2:15][CH:9]([C:10]3=[O:17])[CH2:8]1)[CH2:14]2)=[O:5].[Cl-].[C:24]1([S+:30]([C:37]2[CH:42]=[CH:41][CH:40]=[CH:39][CH:38]=2)[C:31]2[CH:36]=[CH:35][CH:34]=[CH:33][CH:32]=2)[CH:29]=[CH:28][CH:27]=[CH:26][CH:25]=1. (6) Given the product [N+:12]([C:15]1[CH:22]=[CH:21][C:18]([CH2:19][NH:1][C:2]2[CH:10]=[C:6]([C:7]([OH:9])=[O:8])[C:5]([OH:11])=[CH:4][CH:3]=2)=[CH:17][CH:16]=1)([O-:14])=[O:13], predict the reactants needed to synthesize it. The reactants are: [NH2:1][C:2]1[CH:10]=[C:6]([C:7]([OH:9])=[O:8])[C:5]([OH:11])=[CH:4][CH:3]=1.[N+:12]([C:15]1[CH:22]=[CH:21][C:18]([CH2:19]Br)=[CH:17][CH:16]=1)([O-:14])=[O:13]. (7) Given the product [CH2:1]([NH:3][C:4]([NH:6][C:7]1[S:8][C:9]2[C:15]3[N:16]=[C:17]([C:19]4[CH:20]=[N:21][CH:22]=[CH:23][CH:24]=4)[S:18][C:14]=3[CH:13]=[CH:12][C:10]=2[N:11]=1)=[O:5])[CH3:2], predict the reactants needed to synthesize it. The reactants are: [CH2:1]([NH:3][C:4]([NH:6][C:7]1[S:8][C:9]2[C:15]3[N:16]=[C:17]([C:19]4[CH:20]=[N:21][CH:22]=[CH:23][CH:24]=4)[S:18][C:14]=3[CH2:13][CH2:12][C:10]=2[N:11]=1)=[O:5])[CH3:2].C(C1C(=O)C(Cl)=C(Cl)C(=O)C=1C#N)#N. (8) Given the product [CH3:11][C:10]([C@@H:15]1[CH2:20][CH2:19][O:18][C:17]([CH3:22])([CH3:21])[O:16]1)([C:12](=[O:14])[CH3:13])[CH3:9], predict the reactants needed to synthesize it. The reactants are: C[N+]1([O-])CCOCC1.[CH3:9][C:10]([C@@H:15]1[CH2:20][CH2:19][O:18][C:17]([CH3:22])([CH3:21])[O:16]1)([CH:12]([OH:14])[CH3:13])[CH3:11]. (9) Given the product [ClH:29].[ClH:29].[Br:22][C:19]1[CH:18]=[CH:17][C:16]([C@@H:14]([NH:6][CH2:5][CH2:4][CH2:3][CH:2]([C:23]2[CH:24]=[CH:25][CH:26]=[CH:27][CH:28]=2)[NH2:1])[CH3:15])=[CH:21][CH:20]=1, predict the reactants needed to synthesize it. The reactants are: [NH2:1][CH:2]([C:23]1[CH:28]=[CH:27][CH:26]=[CH:25][CH:24]=1)[CH2:3][CH2:4][CH2:5][N:6]([C@H:14]([C:16]1[CH:21]=[CH:20][C:19]([Br:22])=[CH:18][CH:17]=1)[CH3:15])C(=O)OC(C)(C)C.[ClH:29].